From a dataset of Full USPTO retrosynthesis dataset with 1.9M reactions from patents (1976-2016). Predict the reactants needed to synthesize the given product. (1) The reactants are: [Br:1][C:2]1[CH:3]=[C:4]2[C:9](=[CH:10][CH:11]=1)[N:8]([CH:12]=O)[CH2:7][CH2:6][C:5]2([CH3:15])[CH3:14].[CH2:16]([Mg]Br)[CH3:17].C(OCC)C. Given the product [Br:1][C:2]1[CH:3]=[C:4]2[C:9](=[CH:10][CH:11]=1)[N:8]([CH:12]1[CH2:17][CH2:16]1)[CH2:7][CH2:6][C:5]2([CH3:15])[CH3:14], predict the reactants needed to synthesize it. (2) Given the product [OH:11][CH:27]([CH2:28][CH:3]([CH3:5])[CH3:2])[C:30]([OH:32])=[O:31].[C:21]([OH:22])(=[O:1])[CH:19]([CH3:17])[OH:20], predict the reactants needed to synthesize it. The reactants are: [O:1]=[CH:2][C@@H:3]([C@H:5]([C@@H](CO)O)O)O.[O:11]=[CH:17][C@@H:19]([C@H:21]([C@@H:17]([C@@H:19]([CH2:21][OH:22])[OH:20])[OH:11])[OH:22])[OH:20].[Na+].[Cl-].Cl.N[C@H:27]([C:30]([OH:32])=[O:31])[CH2:28]S.C(=O)([O-])[O-].[Ca+2]. (3) The reactants are: CNN.O=C1C2C(=CC=CC=2)C(=O)[N:6]1[N:15]([CH2:23][CH3:24])[C:16](=[O:22])[O:17][C:18]([CH3:21])([CH3:20])[CH3:19]. Given the product [CH2:23]([N:15]([C:16]([O:17][C:18]([CH3:19])([CH3:21])[CH3:20])=[O:22])[NH2:6])[CH3:24], predict the reactants needed to synthesize it. (4) Given the product [ClH:9].[ClH:1].[S:11]1[CH2:12][CH2:13][N:14]([C:17]2[CH:18]=[C:19]([CH2:23][NH2:24])[CH:20]=[CH:21][CH:22]=2)[CH2:15][CH2:16]1, predict the reactants needed to synthesize it. The reactants are: [ClH:1].O1CCOCC1.C(Cl)[Cl:9].[S:11]1[CH2:16][CH2:15][N:14]([C:17]2[CH:18]=[C:19]([CH2:23][NH:24]C(=O)OC(C)(C)C)[CH:20]=[CH:21][CH:22]=2)[CH2:13][CH2:12]1.